From a dataset of Blood-brain barrier permeability classification from the B3DB database. Regression/Classification. Given a drug SMILES string, predict its absorption, distribution, metabolism, or excretion properties. Task type varies by dataset: regression for continuous measurements (e.g., permeability, clearance, half-life) or binary classification for categorical outcomes (e.g., BBB penetration, CYP inhibition). Dataset: b3db_classification. (1) The molecule is COc1ccc2c(c1)C(N1CCN(C)CC1)=Cc1ccccc1O2. The result is 1 (penetrates BBB). (2) The result is 0 (does not penetrate BBB). The molecule is CCCC(CCC)C(=O)OC1CC2CCC(C1)[N+]2(C)C. (3) The drug is COc1ccccc1OC[C@@H]1CNC(=O)O1. The result is 1 (penetrates BBB). (4) The molecule is Cn1c(=O)c2c(ncn2CCNC[C@H](O)c2ccc(O)c(O)c2)n(C)c1=O. The result is 0 (does not penetrate BBB). (5) The compound is C#C[C@](C)(O)CC. The result is 1 (penetrates BBB). (6) The drug is CN(C)C1CCc2[nH]c3ccccc3c2C1. The result is 1 (penetrates BBB).